This data is from Forward reaction prediction with 1.9M reactions from USPTO patents (1976-2016). The task is: Predict the product of the given reaction. Given the reactants [F:1][CH2:2][CH:3]([OH:40])[CH2:4][O:5][C@H:6]1[CH2:11][CH2:10][C@H:9]([N:12]2[C:17](=[O:18])[C:16]([CH2:19][C:20]3[CH:25]=[CH:24][C:23]([C:26]4[C:27]([C:32]#[N:33])=[CH:28][CH:29]=[CH:30][CH:31]=4)=[CH:22][CH:21]=3)=[C:15]([CH2:34][CH2:35][CH3:36])[N:14]3[N:37]=[CH:38][N:39]=[C:13]23)[CH2:8][CH2:7]1.[CH3:41]C(OI1(OC(C)=O)(OC(C)=O)OC(=O)C2C=CC=CC1=2)=O.C(=O)([O-])O.[Na+].S([O-])([O-])(=O)=S.[Na+].[Na+], predict the reaction product. The product is: [F:1][CH2:2][C:3]([OH:40])([CH3:41])[CH2:4][O:5][C@H:6]1[CH2:11][CH2:10][C@H:9]([N:12]2[C:17](=[O:18])[C:16]([CH2:19][C:20]3[CH:25]=[CH:24][C:23]([C:26]4[C:27]([C:32]#[N:33])=[CH:28][CH:29]=[CH:30][CH:31]=4)=[CH:22][CH:21]=3)=[C:15]([CH2:34][CH2:35][CH3:36])[N:14]3[N:37]=[CH:38][N:39]=[C:13]23)[CH2:8][CH2:7]1.